Task: Predict the reaction yield, written as a fraction of the theoretical maximum amount of product (1.0 means a 100% yield; for example, 0.34 means a 34% yield).. Dataset: Reaction yield outcomes from USPTO patents with 853,638 reactions (1) The reactants are [F:1][C:2]1[CH:3]=[C:4]([CH:17]=[CH:18][CH:19]=1)[C:5]([NH:7][C:8]([CH3:16])([C:10]1[CH:15]=[CH:14][CH:13]=[CH:12][CH:11]=1)[CH3:9])=[O:6].CN(CCN(C)C)C.C([Li])(CC)C.CCCCCC.CN([CH:42]=[O:43])C. The catalyst is C1COCC1. The product is [F:1][C:2]1[CH:19]=[CH:18][CH:17]=[C:4]2[C:3]=1[CH:42]([OH:43])[N:7]([C:8]([CH3:16])([C:10]1[CH:11]=[CH:12][CH:13]=[CH:14][CH:15]=1)[CH3:9])[C:5]2=[O:6]. The yield is 0.930. (2) The catalyst is O1CCOCC1. The product is [ClH:17].[N:1]1[CH:6]=[CH:5][CH:4]=[C:3]([C:7]2[CH:16]=[CH:15][C:10]([C:11]([OH:13])=[O:12])=[CH:9][CH:8]=2)[CH:2]=1. The reactants are [N:1]1[CH:6]=[CH:5][CH:4]=[C:3]([C:7]2[CH:16]=[CH:15][C:10]([C:11]([O:13]C)=[O:12])=[CH:9][CH:8]=2)[CH:2]=1.[ClH:17]. The yield is 0.930. (3) The reactants are [CH2:1]([N:5]1[C:10]2[S:11][CH:12]=[CH:13][C:9]=2[C:8](=[O:14])O[C:6]1=[O:15])[CH:2]([CH3:4])[CH3:3].C([C:18](CC)([C:22]([O-:24])=[O:23])C([O-])=O)C.[H-].[Na+].CN(C)[C:31](=O)[CH3:32]. No catalyst specified. The product is [OH:14][C:8]1[C:9]2[CH:13]=[CH:12][S:11][C:10]=2[N:5]([CH2:1][CH:2]([CH3:3])[CH3:4])[C:6](=[O:15])[C:18]=1[C:22]([O:24][CH2:31][CH3:32])=[O:23]. The yield is 0.740. (4) The reactants are [NH:1]1[C:5]2=[N:6][CH:7]=[CH:8][CH:9]=[C:4]2[C:3]([C:10]([OH:12])=[O:11])=[N:2]1.[CH3:13]O. The catalyst is OS(O)(=O)=O. The product is [NH:1]1[C:5]2=[N:6][CH:7]=[CH:8][CH:9]=[C:4]2[C:3]([C:10]([O:12][CH3:13])=[O:11])=[N:2]1. The yield is 0.900. (5) The reactants are [Cl:1][C:2]1[CH:7]=[CH:6][C:5]([C@@H:8]2[C@@:10]3([C:18]4[C:13](=[CH:14][CH:15]=[CH:16][CH:17]=4)[NH:12][C:11]3=[O:19])[CH2:9]2)=[CH:4][CH:3]=1.C([O-])([O-])=O.[K+].[K+].CNCCNC.[CH3:32][O:33][C:34](=[O:43])[C:35]1[CH:40]=[C:39](I)[CH:38]=[C:37]([Br:42])[CH:36]=1. The catalyst is [Cu]I.C(#N)C. The product is [CH3:32][O:33][C:34](=[O:43])[C:35]1[CH:40]=[C:39]([N:12]2[C:13]3[C:18](=[CH:17][CH:16]=[CH:15][CH:14]=3)[C@:10]3([CH2:9][C@@H:8]3[C:5]3[CH:4]=[CH:3][C:2]([Cl:1])=[CH:7][CH:6]=3)[C:11]2=[O:19])[CH:38]=[C:37]([Br:42])[CH:36]=1. The yield is 0.480. (6) The reactants are [C:1]([O:5][C:6]([N:8]1[CH2:13][CH2:12][N:11]([C:14]2[CH:19]=[CH:18][CH:17]=[CH:16][C:15]=2[O:20][CH:21]2[CH2:26][CH2:25][CH2:24][NH:23][CH2:22]2)[CH2:10][CH2:9]1)=[O:7])([CH3:4])([CH3:3])[CH3:2].[C:27](Cl)(=[O:31])[CH:28]([CH3:30])[CH3:29].C(N(CC)CC)C. The catalyst is C(Cl)Cl. The product is [C:1]([O:5][C:6]([N:8]1[CH2:13][CH2:12][N:11]([C:14]2[CH:19]=[CH:18][CH:17]=[CH:16][C:15]=2[O:20][CH:21]2[CH2:26][CH2:25][CH2:24][N:23]([C:27](=[O:31])[CH:28]([CH3:30])[CH3:29])[CH2:22]2)[CH2:10][CH2:9]1)=[O:7])([CH3:4])([CH3:2])[CH3:3]. The yield is 0.800. (7) The reactants are [CH3:1][C:2]1([CH3:42])[C:10]2=[CH:11][C:12]3[NH:13][C:14]4[C:19]([C:20]=3[CH:21]=[C:9]2[C:8]2[C:3]1=[CH:4][CH:5]=[CH:6][CH:7]=2)=[CH:18][C:17]([C:22]1[CH:23]=[C:24]([C:28]2[CH:33]=[CH:32][CH:31]=[C:30]([C:34]([C:36]3[CH:41]=[CH:40][CH:39]=[CH:38][CH:37]=3)=[O:35])[CH:29]=2)[CH:25]=[CH:26][CH:27]=1)=[CH:16][CH:15]=4.Br[C:44]1[CH:49]=[CH:48][CH:47]=[CH:46][CH:45]=1.C(P(C(C)(C)C)C(C)(C)C)(C)(C)C.CC([O-])(C)C.[Na+]. The catalyst is C1(C)C=CC=CC=1.CC([O-])=O.CC([O-])=O.[Pd+2]. The product is [CH3:1][C:2]1([CH3:42])[C:10]2=[CH:11][C:12]3[N:13]([C:44]4[CH:49]=[CH:48][CH:47]=[CH:46][CH:45]=4)[C:14]4[C:19]([C:20]=3[CH:21]=[C:9]2[C:8]2[C:3]1=[CH:4][CH:5]=[CH:6][CH:7]=2)=[CH:18][C:17]([C:22]1[CH:23]=[C:24]([C:28]2[CH:33]=[CH:32][CH:31]=[C:30]([C:34]([C:36]3[CH:41]=[CH:40][CH:39]=[CH:38][CH:37]=3)=[O:35])[CH:29]=2)[CH:25]=[CH:26][CH:27]=1)=[CH:16][CH:15]=4. The yield is 0.600. (8) The reactants are [Cl:1][C:2]1[CH:3]=[C:4]2[C:8](=[C:9]([N+:11]([O-:13])=[O:12])[CH:10]=1)[NH:7]C(=O)[C:5]2=[O:15].[OH:16]O.Cl. The catalyst is [OH-].[Na+]. The product is [NH2:7][C:8]1[C:9]([N+:11]([O-:13])=[O:12])=[CH:10][C:2]([Cl:1])=[CH:3][C:4]=1[C:5]([OH:15])=[O:16]. The yield is 0.702. (9) The reactants are [H-].[Na+].[CH:3]1([S:6]([NH2:9])(=[O:8])=[O:7])[CH2:5][CH2:4]1.[CH3:10][C:11]1([CH3:36])[CH2:20][C:19]2[C:14](=[CH:15][CH:16]=[C:17]([C:21](O)=[O:22])[CH:18]=2)[NH:13][CH:12]1[C:24]1[CH:29]=[CH:28][CH:27]=[C:26]([N:30]2[CH2:35][CH2:34][NH:33][CH2:32][CH2:31]2)[CH:25]=1.C(N1C=CN=C1)(N1C=CN=C1)=O. The catalyst is CN(C)C=O. The product is [CH3:10][C:11]1([CH3:36])[CH2:20][C:19]2[C:14](=[CH:15][CH:16]=[C:17]([C:21]([NH:9][S:6]([CH:3]3[CH2:5][CH2:4]3)(=[O:8])=[O:7])=[O:22])[CH:18]=2)[NH:13][CH:12]1[C:24]1[CH:29]=[CH:28][CH:27]=[C:26]([N:30]2[CH2:35][CH2:34][NH:33][CH2:32][CH2:31]2)[CH:25]=1. The yield is 0.320. (10) The reactants are C([O:8][C:9]1[CH:14]=[CH:13][C:12]([C:15]2[CH:19]=[C:18]([NH:20]/[C:21](/[NH:35][C:36]([CH3:39])([CH3:38])[CH3:37])=[N:22]\[C:23](=[O:34])[C:24]3[CH:29]=[CH:28][C:27]([C:30]([F:33])([F:32])[F:31])=[CH:26][CH:25]=3)[NH:17][N:16]=2)=[CH:11][CH:10]=1)C1C=CC=CC=1.[H][H]. The catalyst is CO.[Pd]. The product is [C:36]([NH:35]/[C:21](/[NH:20][C:18]1[NH:17][N:16]=[C:15]([C:12]2[CH:13]=[CH:14][C:9]([OH:8])=[CH:10][CH:11]=2)[CH:19]=1)=[N:22]/[C:23](=[O:34])[C:24]1[CH:25]=[CH:26][C:27]([C:30]([F:32])([F:33])[F:31])=[CH:28][CH:29]=1)([CH3:39])([CH3:37])[CH3:38]. The yield is 0.680.